Dataset: CYP2C9 inhibition data for predicting drug metabolism from PubChem BioAssay. Task: Regression/Classification. Given a drug SMILES string, predict its absorption, distribution, metabolism, or excretion properties. Task type varies by dataset: regression for continuous measurements (e.g., permeability, clearance, half-life) or binary classification for categorical outcomes (e.g., BBB penetration, CYP inhibition). Dataset: cyp2c9_veith. (1) The drug is c1ccc2c(CC3=NCCN3)cccc2c1. The result is 0 (non-inhibitor). (2) The compound is O=CN1CCN(C[C@H](O)CN2CCCCC2)CC1. The result is 0 (non-inhibitor). (3) The compound is C/C(=N/OC(=O)c1cccc(Cl)c1)c1nccs1. The result is 0 (non-inhibitor). (4) The molecule is COc1ccc(NC(=O)N2CCC3(CC2)CCN(C(=O)Oc2ccccc2)CC3)cc1. The result is 0 (non-inhibitor). (5) The compound is COc1ccc(CNC(C)(C)C)cc1Cl.Cl. The result is 0 (non-inhibitor). (6) The drug is Nc1ncnc2c1ncn2[C@@H]1O[C@@H](CO)[C@H](O)[C@@H]1O. The result is 0 (non-inhibitor).